Dataset: TCR-epitope binding with 47,182 pairs between 192 epitopes and 23,139 TCRs. Task: Binary Classification. Given a T-cell receptor sequence (or CDR3 region) and an epitope sequence, predict whether binding occurs between them. (1) The epitope is GLIYNRMGAVTTEV. The TCR CDR3 sequence is CASSLEAGGQETQYF. Result: 0 (the TCR does not bind to the epitope). (2) The epitope is MLNIPSINV. The TCR CDR3 sequence is CASSQDQAGAGETQYF. Result: 0 (the TCR does not bind to the epitope).